Dataset: Full USPTO retrosynthesis dataset with 1.9M reactions from patents (1976-2016). Task: Predict the reactants needed to synthesize the given product. The reactants are: CC1(C)[O:6][C:5](=[O:7])[CH:4]([CH:8]([CH2:12][CH2:13][CH2:14][CH3:15])[C:9]([OH:11])=O)[O:3]1.[NH:17]1[CH2:21][CH2:20][CH2:19][C@H:18]1[C:22]1[O:23][CH:24]=[CH:25][N:26]=1. Given the product [OH:3][C@@H:4]([C@H:8]([C:9]([N:17]1[CH2:21][CH2:20][CH2:19][C@H:18]1[C:22]1[O:23][CH:24]=[CH:25][N:26]=1)=[O:11])[CH2:12][CH2:13][CH2:14][CH3:15])[C:5]([OH:6])=[O:7], predict the reactants needed to synthesize it.